This data is from Catalyst prediction with 721,799 reactions and 888 catalyst types from USPTO. The task is: Predict which catalyst facilitates the given reaction. (1) Reactant: [CH:1]1([CH2:6][N:7]2[C:11]3=[N:12][C:13]([C:16]4[CH:25]=[CH:24][CH:23]=[C:22]5[C:17]=4[CH:18]=[CH:19][CH:20]=[N:21]5)=[CH:14][N:15]=[C:10]3[NH:9][C:8]2=[O:26])[CH2:5][CH2:4][CH2:3][CH2:2]1.Cl.[CH:28]1(CN)CCCC1.C(N(CC)CC)C. Product: [CH:1]1([CH:6]([N:7]2[C:11]3=[N:12][C:13]([C:16]4[CH:25]=[CH:24][CH:23]=[C:22]5[C:17]=4[CH:18]=[CH:19][CH:20]=[N:21]5)=[CH:14][N:15]=[C:10]3[NH:9][C:8]2=[O:26])[CH3:28])[CH2:2][CH2:3][CH2:4][CH2:5]1. The catalyst class is: 8. (2) Reactant: O.[OH-].[Li+].[Cl:4][C:5]1[CH:10]=[CH:9][C:8]([C:11]2[O:12][CH2:13][C:14](=[O:34])[N:15]([CH2:17][C:18]3[CH:23]=[CH:22][C:21]([CH:24]([CH:29]4[CH2:33][CH2:32][CH2:31][CH2:30]4)[C:25]([O:27]C)=[O:26])=[CH:20][CH:19]=3)[N:16]=2)=[CH:7][CH:6]=1. Product: [Cl:4][C:5]1[CH:10]=[CH:9][C:8]([C:11]2[O:12][CH2:13][C:14](=[O:34])[N:15]([CH2:17][C:18]3[CH:23]=[CH:22][C:21]([CH:24]([CH:29]4[CH2:33][CH2:32][CH2:31][CH2:30]4)[C:25]([OH:27])=[O:26])=[CH:20][CH:19]=3)[N:16]=2)=[CH:7][CH:6]=1. The catalyst class is: 38. (3) Reactant: C1(N=C2N(C3CCNCC3)[C@H](C3C=CC=CC=3)CO2)C=CC=CC=1.[CH3:25][O:26][C:27](=[O:44])[C:28]1[CH:33]=[CH:32][C:31](OC2C=CC(C=O)=C(C)N=2)=[CH:30][CH:29]=1.[BH-](OC(C)=O)(OC(C)=O)OC(C)=O.[Na+]. Product: [CH3:25][O:26][C:27](=[O:44])[C:28]1[CH:33]=[CH:32][CH:31]=[CH:30][CH:29]=1. The catalyst class is: 4. (4) Reactant: S(Cl)(Cl)=O.COC1C=CC=CC=1CCC(O)=O.COC1C=CC=CC=1CCC(Cl)=O.[CH3:31][O:32][C:33]1[CH:38]=[CH:37][CH:36]=[CH:35][C:34]=1[CH2:39][CH2:40][C:41]([N:43]=[C:44]=[S:45])=[O:42].[CH3:46][O:47][C:48]1[CH:49]=[C:50]2[C:55](=[CH:56][C:57]=1[O:58][CH3:59])[N:54]=[CH:53][CH:52]=[C:51]2[O:60][C:61]1[CH:67]=[CH:66][C:64]([NH2:65])=[CH:63][CH:62]=1. Product: [CH3:46][O:47][C:48]1[CH:49]=[C:50]2[C:55](=[CH:56][C:57]=1[O:58][CH3:59])[N:54]=[CH:53][CH:52]=[C:51]2[O:60][C:61]1[CH:62]=[CH:63][C:64]([NH:65][C:44]([NH:43][C:41](=[O:42])[CH2:40][CH2:39][C:34]2[CH:35]=[CH:36][CH:37]=[CH:38][C:33]=2[O:32][CH3:31])=[S:45])=[CH:66][CH:67]=1. The catalyst class is: 548. (5) Reactant: Br[C:2]1[CH:3]=[C:4]2[C:8](=[CH:9][CH:10]=1)[C:7](=[O:11])[NH:6][CH2:5]2.[F:12][C:13]1[CH:14]=[C:15]([C:19]#[CH:20])[CH:16]=[CH:17][CH:18]=1.C(NCC)C. Product: [F:12][C:13]1[CH:14]=[C:15]([C:19]#[C:20][C:2]2[CH:3]=[C:4]3[C:8](=[CH:9][CH:10]=2)[C:7](=[O:11])[NH:6][CH2:5]3)[CH:16]=[CH:17][CH:18]=1. The catalyst class is: 441.